This data is from Catalyst prediction with 721,799 reactions and 888 catalyst types from USPTO. The task is: Predict which catalyst facilitates the given reaction. (1) Reactant: [Cl:1][C:2]1[CH:3]=[CH:4][C:5]([O:44][CH3:45])=[C:6]([CH:43]=1)[CH2:7][C@@H:8]1[CH2:14][NH:13][C:12](=[N:15][O:16][C:17]2[CH:22]=[CH:21][CH:20]=[CH:19][CH:18]=2)[CH2:11][N:10]([C:23]([NH:25][C@@H:26]([C:29]2[O:30][CH:31]=[C:32]([C:34]([O:36]CC(Cl)(Cl)Cl)=[O:35])[N:33]=2)[CH2:27][CH3:28])=[O:24])[C:9]1=[O:42]. Product: [Cl:1][C:2]1[CH:3]=[CH:4][C:5]([O:44][CH3:45])=[C:6]([CH:43]=1)[CH2:7][C@H:8]1[C:9](=[O:42])[N:10]([C:23]([NH:25][C@@H:26]([C:29]2[O:30][CH:31]=[C:32]([C:34]([OH:36])=[O:35])[N:33]=2)[CH2:27][CH3:28])=[O:24])[CH2:11][C:12](=[N:15][O:16][C:17]2[CH:22]=[CH:21][CH:20]=[CH:19][CH:18]=2)[NH:13][CH2:14]1. The catalyst class is: 183. (2) Product: [CH3:13][C:12]([CH3:15])([CH3:14])[C@H:16]([OH:17])[CH2:20][N:1]1[CH:5]=[CH:4][C:3]([C:6]2[CH:7]=[N:8][CH:9]=[CH:10][CH:11]=2)=[N:2]1. The catalyst class is: 382. Reactant: [NH:1]1[CH:5]=[CH:4][C:3]([C:6]2[CH:7]=[N:8][CH:9]=[CH:10][CH:11]=2)=[N:2]1.[C:12]([C@H:16]1[CH2:20]OS(=O)(=O)[O:17]1)([CH3:15])([CH3:14])[CH3:13].C(Cl)(=O)C.C(=O)(O)[O-].[Na+].O. (3) Product: [CH:17]([NH:19][C:2]1[C:11]([CH:12]=[O:13])=[CH:10][C:9]2[C:4](=[CH:5][CH:6]=[C:7]([O:14][CH3:15])[CH:8]=2)[N:3]=1)([CH3:18])[CH3:16]. The catalyst class is: 1. Reactant: Cl[C:2]1[C:11]([CH:12]=[O:13])=[CH:10][C:9]2[C:4](=[CH:5][CH:6]=[C:7]([O:14][CH3:15])[CH:8]=2)[N:3]=1.[CH3:16][CH:17]([NH2:19])[CH3:18]. (4) Reactant: [CH3:1][O:2][C:3]1[CH:4]=[CH:5][C:6]2[C:10]([O:11][C:12]3[CH:17]=[CH:16][C:15](/[CH:18]=[CH:19]/[C:20]([NH2:22])=O)=[CH:14][CH:13]=3)=[C:9]([C:23]3[CH:28]=[CH:27][C:26]([O:29][CH3:30])=[CH:25][CH:24]=3)[S:8][C:7]=2[CH:31]=1.[Si]([N:36]=[N+:37]=[N-:38])(C)(C)C. Product: [CH3:1][O:2][C:3]1[CH:4]=[CH:5][C:6]2[C:10]([O:11][C:12]3[CH:17]=[CH:16][C:15](/[CH:18]=[CH:19]/[C:20]4[NH:22][N:38]=[N:37][N:36]=4)=[CH:14][CH:13]=3)=[C:9]([C:23]3[CH:24]=[CH:25][C:26]([O:29][CH3:30])=[CH:27][CH:28]=3)[S:8][C:7]=2[CH:31]=1. The catalyst class is: 57. (5) Reactant: [Br:1][C:2]1[CH:10]=[CH:9][C:5]([CH2:6][CH2:7][NH2:8])=[CH:4][CH:3]=1.C([O-])([O-])=O.[K+].[K+].[CH3:17][C:18]([O:21][C:22](O[C:22]([O:21][C:18]([CH3:20])([CH3:19])[CH3:17])=[O:23])=[O:23])([CH3:20])[CH3:19]. Product: [C:22]([NH:8][CH2:7][CH2:6][C:5]1[CH:9]=[CH:10][C:2]([Br:1])=[CH:3][CH:4]=1)([O:21][C:18]([CH3:20])([CH3:19])[CH3:17])=[O:23]. The catalyst class is: 34. (6) Reactant: [F:1][C:2]1[CH:11]=[C:10]2[C:5]([N:6]=[C:7]([CH3:17])[C:8]([C:12](=O)[CH2:13][C:14]#[N:15])=[N:9]2)=[CH:4][CH:3]=1.O.[NH2:19][NH2:20]. Product: [F:1][C:2]1[CH:11]=[C:10]2[C:5]([N:6]=[C:7]([CH3:17])[C:8]([C:12]3[CH:13]=[C:14]([NH2:15])[NH:20][N:19]=3)=[N:9]2)=[CH:4][CH:3]=1. The catalyst class is: 212. (7) Reactant: [F:1][C:2]1[CH:7]=[CH:6][CH:5]=[C:4]([F:8])[C:3]=1[C:9]1[N:14]=[C:13]([C:15]([NH:17][C:18]2[CH:19]=[N:20][CH:21]=[CH:22][C:23]=2[C@H:24]2[CH2:29][C@@H:28]([NH:30]C(=O)OC(C)(C)C)[C@H:27](SC)[C@@H:26]([CH3:40])[CH2:25]2)=[O:16])[CH:12]=[CH:11][C:10]=1[F:41].O[O:43][S:44]([O-:46])=O.[K+].[C:48](O)(C(F)(F)F)=O.C(Cl)Cl. Product: [NH2:30][C@H:28]1[C@H:27]([S:44]([CH3:48])(=[O:46])=[O:43])[C@@H:26]([CH3:40])[CH2:25][C@@H:24]([C:23]2[CH:22]=[CH:21][N:20]=[CH:19][C:18]=2[NH:17][C:15](=[O:16])[C:13]2[CH:12]=[CH:11][C:10]([F:41])=[C:9]([C:3]3[C:2]([F:1])=[CH:7][CH:6]=[CH:5][C:4]=3[F:8])[N:14]=2)[CH2:29]1. The catalyst class is: 249. (8) Reactant: [H-].[Na+].[CH2:3]([O:10][C:11]([NH:13][C@H:14]1[CH2:18][CH2:17][N:16]([C:19]([O:21][C:22]([CH3:25])([CH3:24])[CH3:23])=[O:20])[CH2:15]1)=[O:12])[C:4]1[CH:9]=[CH:8][CH:7]=[CH:6][CH:5]=1.I[CH3:27].CO. The catalyst class is: 1. Product: [CH2:3]([O:10][C:11]([N:13]([C@H:14]1[CH2:18][CH2:17][N:16]([C:19]([O:21][C:22]([CH3:25])([CH3:24])[CH3:23])=[O:20])[CH2:15]1)[CH3:27])=[O:12])[C:4]1[CH:5]=[CH:6][CH:7]=[CH:8][CH:9]=1. (9) Reactant: [O:1]=[C:2]1[CH:7]=[CH:6][CH:5]=[CH:4][N:3]1[C:8]1[CH:16]=[CH:15][C:11]([C:12](O)=[O:13])=[CH:10][CH:9]=1.CCN(CC)CC.ClC(OCC)=O.[BH4-].[Na+].[O-]S([O-])(=O)=O.[Na+].[Na+]. Product: [O:1]=[C:2]1[CH:7]=[CH:6][CH:5]=[CH:4][N:3]1[C:8]1[CH:16]=[CH:15][C:11]([CH:12]=[O:13])=[CH:10][CH:9]=1. The catalyst class is: 1.